From a dataset of Full USPTO retrosynthesis dataset with 1.9M reactions from patents (1976-2016). Predict the reactants needed to synthesize the given product. (1) Given the product [C:2]([C:7]1[O:11][C:10]([CH2:12][N:13]2[CH:17]=[CH:16][C:15]([NH:18][C:29](=[O:30])/[CH:28]=[CH:27]/[C:23]3[CH:24]=[CH:25][CH:26]=[C:21]([O:20][CH3:19])[CH:22]=3)=[N:14]2)=[CH:9][CH:8]=1)(=[O:6])[CH3:1], predict the reactants needed to synthesize it. The reactants are: [CH3:1][C:2]1([C:7]2[O:11][C:10]([CH2:12][N:13]3[CH:17]=[CH:16][C:15]([NH2:18])=[N:14]3)=[CH:9][CH:8]=2)[O:6]CCO1.[CH3:19][O:20][C:21]1[CH:22]=[C:23](/[CH:27]=[CH:28]/[C:29](O)=[O:30])[CH:24]=[CH:25][CH:26]=1. (2) Given the product [NH:7]1[C:8]2[C:4](=[CH:3][C:2]([C:16]3[CH:17]=[CH:18][C:13]([CH:11]=[O:12])=[CH:14][CH:15]=3)=[CH:10][CH:9]=2)[CH:5]=[CH:6]1, predict the reactants needed to synthesize it. The reactants are: Br[C:2]1[CH:3]=[C:4]2[C:8](=[CH:9][CH:10]=1)[NH:7][CH:6]=[CH:5]2.[CH:11]([C:13]1[CH:18]=[CH:17][C:16](B(O)O)=[CH:15][CH:14]=1)=[O:12].